This data is from Full USPTO retrosynthesis dataset with 1.9M reactions from patents (1976-2016). The task is: Predict the reactants needed to synthesize the given product. Given the product [CH3:34][S:35]([O:24][CH:21]1[CH2:22][CH2:23][N:19]([C:17](=[O:18])[C:14]2[CH:13]=[CH:12][C:11]([CH2:10][C:2]3[NH:3][C:4]4[CH:9]=[CH:8][CH:7]=[CH:6][C:5]=4[N:1]=3)=[CH:16][CH:15]=2)[CH2:20]1)(=[O:37])=[O:36], predict the reactants needed to synthesize it. The reactants are: [NH:1]1[C:5]2[CH:6]=[CH:7][CH:8]=[CH:9][C:4]=2[N:3]=[C:2]1[CH2:10][C:11]1[CH:16]=[CH:15][C:14]([C:17]([N:19]2[CH2:23][CH2:22][CH:21]([OH:24])[CH2:20]2)=[O:18])=[CH:13][CH:12]=1.C(N(C(C)C)CC)(C)C.[CH3:34][S:35](Cl)(=[O:37])=[O:36].